Dataset: Peptide-MHC class I binding affinity with 185,985 pairs from IEDB/IMGT. Task: Regression. Given a peptide amino acid sequence and an MHC pseudo amino acid sequence, predict their binding affinity value. This is MHC class I binding data. (1) The peptide sequence is RLYECLYRNR. The MHC is HLA-A11:01 with pseudo-sequence HLA-A11:01. The binding affinity (normalized) is 0.409. (2) The peptide sequence is YEQYECLTD. The MHC is HLA-B15:17 with pseudo-sequence HLA-B15:17. The binding affinity (normalized) is 0.0847.